This data is from Reaction yield outcomes from USPTO patents with 853,638 reactions. The task is: Predict the reaction yield, written as a fraction of the theoretical maximum amount of product (1.0 means a 100% yield; for example, 0.34 means a 34% yield). (1) The reactants are [CH2:1]([O:3][C:4](=[O:17])[C:5](Cl)=[N:6][NH:7][C:8]1[CH:13]=[CH:12][C:11]([O:14][CH3:15])=[CH:10][CH:9]=1)[CH3:2].[N:18]1([C:24]2[C:25](=[O:30])[NH:26][CH2:27][CH2:28][CH:29]=2)[CH2:23][CH2:22][O:21][CH2:20][CH2:19]1.C(N(CC)CC)C.O. The catalyst is C(OCC)(=O)C. The product is [CH2:1]([O:3][C:4]([C:5]1[CH:29]2[C:24]([N:18]3[CH2:19][CH2:20][O:21][CH2:22][CH2:23]3)([C:25](=[O:30])[NH:26][CH2:27][CH2:28]2)[N:7]([C:8]2[CH:13]=[CH:12][C:11]([O:14][CH3:15])=[CH:10][CH:9]=2)[N:6]=1)=[O:17])[CH3:2]. The yield is 0.650. (2) The reactants are Br[C:2]1[C:3]([F:28])=[C:4]([N:8]2[CH:13]=[C:12]([O:14][CH3:15])[C:11](=[O:16])[C:10]([C:17]3[N:21]([C:22]4[CH:27]=[CH:26][CH:25]=[CH:24][CH:23]=4)[N:20]=[CH:19][CH:18]=3)=[N:9]2)[CH:5]=[CH:6][CH:7]=1.Cl.[F:30][C:31]([F:38])([F:37])[CH:32]1[CH2:36][CH2:35][NH:34][CH2:33]1.CC([O-])(C)C.[Na+].CC1(C)C2C(=C(P(C3C=CC=CC=3)C3C=CC=CC=3)C=CC=2)OC2C(P(C3C=CC=CC=3)C3C=CC=CC=3)=CC=CC1=2. The catalyst is O1CCOCC1.C1C=CC(/C=C/C(/C=C/C2C=CC=CC=2)=O)=CC=1.C1C=CC(/C=C/C(/C=C/C2C=CC=CC=2)=O)=CC=1.C1C=CC(/C=C/C(/C=C/C2C=CC=CC=2)=O)=CC=1.[Pd].[Pd]. The product is [F:28][C:3]1[C:2]([N:34]2[CH2:35][CH2:36][CH:32]([C:31]([F:38])([F:37])[F:30])[CH2:33]2)=[CH:7][CH:6]=[CH:5][C:4]=1[N:8]1[CH:13]=[C:12]([O:14][CH3:15])[C:11](=[O:16])[C:10]([C:17]2[N:21]([C:22]3[CH:27]=[CH:26][CH:25]=[CH:24][CH:23]=3)[N:20]=[CH:19][CH:18]=2)=[N:9]1. The yield is 0.390. (3) The reactants are [OH:1][C:2]1[CH:3]=[C:4]([CH:9]=[C:10]([OH:12])[CH:11]=1)[C:5]([O:7][CH3:8])=[O:6].C(=O)([O-])[O-].[K+].[K+].[CH2:19](Br)[C:20]1[CH:25]=[CH:24][CH:23]=[CH:22][CH:21]=1. The catalyst is CN(C=O)C. The product is [OH:1][C:2]1[CH:3]=[C:4]([CH:9]=[C:10]([O:12][CH2:19][C:20]2[CH:25]=[CH:24][CH:23]=[CH:22][CH:21]=2)[CH:11]=1)[C:5]([O:7][CH3:8])=[O:6]. The yield is 0.210. (4) The reactants are [CH3:1][C:2]1[C:8]([B:9]2[O:13][C:12]([CH3:15])([CH3:14])[C:11]([CH3:17])([CH3:16])[O:10]2)=[CH:7][CH:6]=[CH:5][C:3]=1[NH2:4].C(Cl)CCl.C1C=CC2N(O)N=NC=2C=1.[C:32](O)(=[O:36])[C:33]([CH3:35])=[CH2:34].CCN(C(C)C)C(C)C. The catalyst is C1COCC1.C(Cl)Cl. The product is [CH3:1][C:2]1[C:8]([B:9]2[O:13][C:12]([CH3:15])([CH3:14])[C:11]([CH3:17])([CH3:16])[O:10]2)=[CH:7][CH:6]=[CH:5][C:3]=1[NH:4][C:32](=[O:36])[C:33]([CH3:35])=[CH2:34]. The yield is 0.640. (5) The reactants are [H-].[H-].[H-].[H-].[Li+].[Al+3].C([O:9][C:10]([C:12]1[N:13]=[C:14]([C:17]2[CH:22]=[CH:21][C:20]([O:23][CH3:24])=[CH:19][CH:18]=2)[S:15][CH:16]=1)=O)C.O.[OH-].[Na+]. The catalyst is C1COCC1. The product is [CH3:24][O:23][C:20]1[CH:19]=[CH:18][C:17]([C:14]2[S:15][CH:16]=[C:12]([CH2:10][OH:9])[N:13]=2)=[CH:22][CH:21]=1. The yield is 0.640. (6) The reactants are [O:1]1[C:5]2[CH:6]=[CH:7][C:8]([C:10]([O:12]C)=[O:11])=[CH:9][C:4]=2[CH:3]=[CH:2]1. The catalyst is CO.[OH-].[Na+]. The product is [O:1]1[C:5]2[CH:6]=[CH:7][C:8]([C:10]([OH:12])=[O:11])=[CH:9][C:4]=2[CH:3]=[CH:2]1. The yield is 0.980.